From a dataset of Peptide-MHC class I binding affinity with 185,985 pairs from IEDB/IMGT. Regression. Given a peptide amino acid sequence and an MHC pseudo amino acid sequence, predict their binding affinity value. This is MHC class I binding data. The peptide sequence is IIMRCWLCWK. The MHC is HLA-A33:01 with pseudo-sequence HLA-A33:01. The binding affinity (normalized) is 0.511.